Dataset: Forward reaction prediction with 1.9M reactions from USPTO patents (1976-2016). Task: Predict the product of the given reaction. (1) Given the reactants [CH3:1][CH:2]1[NH:7][CH2:6][CH2:5][N:4]([C:8]([O:10][C:11]([CH3:14])([CH3:13])[CH3:12])=[O:9])[CH2:3]1.C([O-])([O-])=O.[K+].[K+].[CH2:21](Br)[C:22]1[CH:27]=[CH:26][CH:25]=[CH:24][CH:23]=1.C([O-])(O)=O.[Na+], predict the reaction product. The product is: [CH2:21]([N:7]1[CH2:6][CH2:5][N:4]([C:8]([O:10][C:11]([CH3:13])([CH3:12])[CH3:14])=[O:9])[CH2:3][CH:2]1[CH3:1])[C:22]1[CH:27]=[CH:26][CH:25]=[CH:24][CH:23]=1. (2) Given the reactants [NH2:1][C:2]1[S:3][C:4]2[CH:10]=[CH:9][C:8](C(OC)=O)=[CH:7][C:5]=2[N:6]=1.[C:15]([O:18][CH2:19]C)(=[O:17])C, predict the reaction product. The product is: [NH2:1][C:2]1[S:3][C:4]2[C:10]([C:15]([O:18][CH3:19])=[O:17])=[CH:9][CH:8]=[CH:7][C:5]=2[N:6]=1. (3) Given the reactants [O:1]=[C:2]1[CH2:6][N:5]([C:7]([O:9][C:10]([CH3:13])([CH3:12])[CH3:11])=[O:8])[CH2:4][CH:3]1[C:14]([O:16][CH3:17])=[O:15].[CH2:18](O)[CH:19]=C.C([Sn](=O)CCCC)CCC, predict the reaction product. The product is: [O:1]=[C:2]1[CH2:6][N:5]([C:7]([O:9][C:10]([CH3:11])([CH3:12])[CH3:13])=[O:8])[CH2:4][CH:3]1[C:14]([O:16][CH2:17][CH:18]=[CH2:19])=[O:15]. (4) Given the reactants [Br:1][C:2]1[CH:3]=[CH:4][C:5]2[S:9][C:8]3[CH:10]=[C:11]([S:14](Cl)(=[O:16])=[O:15])[CH:12]=[CH:13][C:7]=3[C:6]=2[CH:18]=1.Cl.[NH2:20][C@@H:21]([CH:29]([CH3:31])[CH3:30])[C:22]([O:24][C:25]([CH3:28])([CH3:27])[CH3:26])=[O:23].C(N(CC)C(C)C)(C)C, predict the reaction product. The product is: [Br:1][C:2]1[CH:3]=[CH:4][C:5]2[S:9][C:8]3[CH:10]=[C:11]([S:14]([NH:20][C@@H:21]([CH:29]([CH3:31])[CH3:30])[C:22]([O:24][C:25]([CH3:27])([CH3:26])[CH3:28])=[O:23])(=[O:16])=[O:15])[CH:12]=[CH:13][C:7]=3[C:6]=2[CH:18]=1. (5) Given the reactants [CH3:1][N:2]1[CH2:7][CH2:6][CH:5]([CH:8]2[C:16]3[C:11](=[CH:12][CH:13]=[C:14]([N+:17]([O-])=O)[CH:15]=3)[NH:10][C:9]2=[O:20])[CH2:4][CH2:3]1, predict the reaction product. The product is: [NH2:17][C:14]1[CH:15]=[C:16]2[C:11](=[CH:12][CH:13]=1)[NH:10][C:9](=[O:20])[CH:8]2[CH:5]1[CH2:6][CH2:7][N:2]([CH3:1])[CH2:3][CH2:4]1. (6) Given the reactants [Cl:1][C:2]1[N:3]=[C:4](Cl)[C:5]2[CH2:10][CH2:9][CH:8]([C:11]3[CH:16]=[CH:15][CH:14]=[CH:13][CH:12]=3)[C:6]=2[N:7]=1.C(N(C(C)C)CC)(C)C.[NH2:27][CH2:28][CH2:29][CH2:30][CH2:31][O:32][C:33]1[CH:40]=[C:39]([N+:41]([O-:43])=[O:42])[CH:38]=[CH:37][C:34]=1[C:35]#[N:36], predict the reaction product. The product is: [Cl:1][C:2]1[N:3]=[C:4]([NH:27][CH2:28][CH2:29][CH2:30][CH2:31][O:32][C:33]2[CH:40]=[C:39]([N+:41]([O-:43])=[O:42])[CH:38]=[CH:37][C:34]=2[C:35]#[N:36])[C:5]2[CH2:10][CH2:9][CH:8]([C:11]3[CH:16]=[CH:15][CH:14]=[CH:13][CH:12]=3)[C:6]=2[N:7]=1. (7) Given the reactants [N:1]1[CH:6]=[CH:5][CH:4]=[CH:3][C:2]=1[CH2:7][O:8][C:9]1[CH:17]=[CH:16][C:12]([C:13](O)=[O:14])=[CH:11][CH:10]=1.O=S(Cl)[Cl:20], predict the reaction product. The product is: [N:1]1[CH:6]=[CH:5][CH:4]=[CH:3][C:2]=1[CH2:7][O:8][C:9]1[CH:17]=[CH:16][C:12]([C:13]([Cl:20])=[O:14])=[CH:11][CH:10]=1.